This data is from Forward reaction prediction with 1.9M reactions from USPTO patents (1976-2016). The task is: Predict the product of the given reaction. (1) Given the reactants [F:1][CH:2]([F:33])[CH2:3][O:4][C@@H:5]1[C:10]2[CH:11]=[CH:12][C:13]3[N:14]([CH3:19])[C:15]([CH3:18])=[N:16][C:17]=3[C:9]=2[O:8][C@H:7]([C:20]2[CH:25]=[CH:24][CH:23]=[CH:22][CH:21]=2)[C@H:6]1[O:26]C(=O)C(C)(C)C.C(=O)([O-])[O-].[K+].[K+], predict the reaction product. The product is: [OH:26][C@H:6]1[C@H:5]([O:4][CH2:3][CH:2]([F:1])[F:33])[C:10]2[CH:11]=[CH:12][C:13]3[N:14]([CH3:19])[C:15]([CH3:18])=[N:16][C:17]=3[C:9]=2[O:8][C@@H:7]1[C:20]1[CH:21]=[CH:22][CH:23]=[CH:24][CH:25]=1. (2) Given the reactants F[C:2]1[C:11]2[C:6](=[CH:7][CH:8]=[CH:9][CH:10]=2)[C:5]([C:12](=O)[CH3:13])=[CH:4][CH:3]=1.[Cl:15][C:16]1[CH:21]=[CH:20][C:19]([OH:22])=[CH:18][CH:17]=1.[Cl:23][C:24]1[CH:43]=[CH:42][C:27]([O:28][C:29]2[C:38]3[C:33](=[CH:34][CH:35]=[CH:36][CH:37]=3)[C:32]([C:39](=[O:41])[CH3:40])=[CH:31][CH:30]=2)=[CH:26][CH:25]=1.BrC(Br)=O.[NH2:48][C:49]1[CH:58]=[C:57]2[C:52]([CH2:53][CH2:54][N:55](C(OC(C)(C)C)=O)[CH2:56]2)=[CH:51][CH:50]=1.NC(N)=O.[Cl-].N1[CH:75]=[CH:74][N:73]=C1, predict the reaction product. The product is: [Cl:23][C:24]1[CH:25]=[CH:26][C:27]([O:28][C:29]2[C:38]3[C:33](=[CH:34][CH:35]=[CH:36][CH:37]=3)[C:32]([C:39](=[O:41])[CH3:40])=[CH:31][CH:30]=2)=[CH:42][CH:43]=1.[ClH:15].[CH2:75]([C:74]1[N:48]([C:49]2[CH:58]=[C:57]3[C:52]([CH2:53][CH2:54][NH:55][CH2:56]3)=[CH:51][CH:50]=2)[CH:13]=[C:12]([C:5]2[C:6]3[C:11](=[CH:10][CH:9]=[CH:8][CH:7]=3)[C:2]([O:22][C:19]3[CH:20]=[CH:21][C:16]([Cl:15])=[CH:17][CH:18]=3)=[CH:3][CH:4]=2)[N:73]=1)[CH2:25][CH2:24][CH3:43]. (3) Given the reactants Br[C:2]1[CH:3]=[CH:4][C:5]2[CH:9]=[C:8]([Si:10]([CH3:13])([CH3:12])[CH3:11])[S:7][C:6]=2[CH:14]=1.[B:15]1([B:15]2[O:19][C:18]([CH3:21])([CH3:20])[C:17]([CH3:23])([CH3:22])[O:16]2)[O:19][C:18]([CH3:21])([CH3:20])[C:17]([CH3:23])([CH3:22])[O:16]1.C([O-])(=O)C.[K+], predict the reaction product. The product is: [CH3:11][Si:10]([CH3:13])([CH3:12])[C:8]1[S:7][C:6]2[CH:14]=[C:2]([B:15]3[O:19][C:18]([CH3:21])([CH3:20])[C:17]([CH3:23])([CH3:22])[O:16]3)[CH:3]=[CH:4][C:5]=2[CH:9]=1.